Dataset: Forward reaction prediction with 1.9M reactions from USPTO patents (1976-2016). Task: Predict the product of the given reaction. (1) Given the reactants [CH2:1]([NH:8][C:9]([C:11]1[S:15][C:14]([N:16]2[CH:20]=[C:19]([C:21]([O:23]CC)=[O:22])[N:18]=[N:17]2)=[N:13][C:12]=1[CH3:26])=[O:10])[C:2]1[CH:7]=[CH:6][CH:5]=[CH:4][CH:3]=1.O1CCCC1.[OH-].[Li+].Cl, predict the reaction product. The product is: [CH2:1]([NH:8][C:9]([C:11]1[S:15][C:14]([N:16]2[CH:20]=[C:19]([C:21]([OH:23])=[O:22])[N:18]=[N:17]2)=[N:13][C:12]=1[CH3:26])=[O:10])[C:2]1[CH:3]=[CH:4][CH:5]=[CH:6][CH:7]=1. (2) Given the reactants [NH2:1][C:2]1[CH:6]=[C:5](Br)[S:4][C:3]=1[C:8]([NH2:10])=[O:9].CO[C:13](OC)([CH3:15])[CH3:14].CC1(C)C2(CS(O)(=O)=O)C(CC1CC2)=O.[O-]S([O-])(=O)=O.[Mg+2].[CH3:39][C:40]1[C:44](B2OC(C)(C)C(C)(C)O2)=[CH:43][N:42](C(OC(C)(C)C)=O)[N:41]=1.C(=O)([O-])[O-].[Na+].[Na+], predict the reaction product. The product is: [CH3:14][C:13]1([CH3:15])[NH:1][C:2]2[CH:6]=[C:5]([C:44]3[CH:43]=[N:42][NH:41][C:40]=3[CH3:39])[S:4][C:3]=2[C:8](=[O:9])[NH:10]1. (3) Given the reactants C([O:8][C:9]1[CH:14]=[CH:13][C:12]([CH2:15][CH2:16][OH:17])=[CH:11][C:10]=1[F:18])C1C=CC=CC=1.[CH3:19][C:20]([Si:23](Cl)([CH3:25])[CH3:24])([CH3:22])[CH3:21].CCN(CC)CC, predict the reaction product. The product is: [C:20]([Si:23]([CH3:25])([CH3:24])[O:17][CH2:16][CH2:15][C:12]1[CH:13]=[CH:14][C:9]([OH:8])=[C:10]([F:18])[CH:11]=1)([CH3:22])([CH3:21])[CH3:19].